This data is from Catalyst prediction with 721,799 reactions and 888 catalyst types from USPTO. The task is: Predict which catalyst facilitates the given reaction. (1) Reactant: [NH2:1][C:2]1[N:7]=[CH:6][C:5]([Br:8])=[CH:4][N:3]=1.Br[CH2:10][C:11]([C:13]1[CH:18]=[CH:17][C:16]([C:19]2[O:23][CH:22]=[N:21][CH:20]=2)=[CH:15][CH:14]=1)=O. Product: [Br:8][C:5]1[CH:4]=[N:3][C:2]2[N:7]([CH:10]=[C:11]([C:13]3[CH:18]=[CH:17][C:16]([C:19]4[O:23][CH:22]=[N:21][CH:20]=4)=[CH:15][CH:14]=3)[N:1]=2)[CH:6]=1. The catalyst class is: 12. (2) Reactant: [S-2].[Na+].[Na+].N[C:5](N)=[S:6].Cl.N.SCC(SC(CS)CSCCS)CSCCS.[SH:27][CH2:28][CH:29]([CH2:34][S:35][CH:36](CS)[CH2:37][S:38][CH2:39][CH2:40][SH:41])[S:30][CH2:31][CH2:32][SH:33]. Product: [SH:27][CH2:28][CH:29]([CH2:34][S:35][CH2:36][CH:37]([CH2:5][SH:6])[S:38][CH2:39][CH2:40][SH:41])[S:30][CH2:31][CH2:32][SH:33]. The catalyst class is: 11. (3) Reactant: N1C=CC=C[C:2]=1[CH2:7][C:8]([OH:10])=O.[ClH:11].[NH:12]1[CH2:15][CH2:14][CH2:13]1.C1C=CC2N(O)N=NC=2C=1.CCN=C=N[CH2:31][CH2:32][CH2:33][N:34]([CH3:36])C.Cl. Product: [N:12]1([C:8](=[O:10])[CH2:7][C:2]2[CH:36]=[N:34][C:33]([Cl:11])=[CH:32][CH:31]=2)[CH2:15][CH2:14][CH2:13]1. The catalyst class is: 2.